Dataset: Reaction yield outcomes from USPTO patents with 853,638 reactions. Task: Predict the reaction yield, written as a fraction of the theoretical maximum amount of product (1.0 means a 100% yield; for example, 0.34 means a 34% yield). (1) The reactants are S([O-])([O:4][CH2:5][C:6]([O:15][CH2:16][CH2:17][CH2:18][CH2:19][CH2:20][CH3:21])([O:8][CH2:9][CH2:10][CH2:11][CH2:12][CH2:13][CH3:14])[CH3:7])(=O)=O.[Na+].[CH2:24]([OH:30])[CH2:25][CH2:26][CH2:27][CH2:28][CH3:29].O. The catalyst is C1(C)C=CC=CC=1.CC1C=CC(S(O)(=O)=O)=CC=1. The product is [CH2:9]([O:8][C:6]([O:15][CH2:16][CH2:17][CH2:18][CH2:19][CH2:20][CH3:21])([CH3:7])[C:5]([O:30][CH2:24][CH2:25][CH2:26][CH2:27][CH2:28][CH3:29])=[O:4])[CH2:10][CH2:11][CH2:12][CH2:13][CH3:14]. The yield is 0.840. (2) The reactants are Cl[C:2]1[C:3]([NH:8][CH3:9])=[N:4][CH:5]=[CH:6][N:7]=1.[NH2:10][C:11]1[CH:16]=[CH:15][CH:14]=[C:13]([CH3:17])[CH:12]=1.CC(C)([O-])C.[Na+]. The catalyst is C1(C)C=CC=CC=1.C1C=CC(/C=C/C(/C=C/C2C=CC=CC=2)=O)=CC=1.C1C=CC(/C=C/C(/C=C/C2C=CC=CC=2)=O)=CC=1.C1C=CC(/C=C/C(/C=C/C2C=CC=CC=2)=O)=CC=1.[Pd].[Pd].C1(P(C2C=CC=CC=2)C2C=CC3C(=CC=CC=3)C=2C2C3C(=CC=CC=3)C=CC=2P(C2C=CC=CC=2)C2C=CC=CC=2)C=CC=CC=1. The product is [CH3:9][NH:8][C:3]1[C:2]([NH:10][C:11]2[CH:12]=[C:13]([CH3:17])[CH:14]=[CH:15][CH:16]=2)=[N:7][CH:6]=[CH:5][N:4]=1. The yield is 0.302. (3) The reactants are [C:1]([C:3]1[CH:4]=[C:5](B(O)O)[CH:6]=[CH:7][CH:8]=1)#[N:2].Br[C:13]1[C:14]([CH3:21])=[N:15][C:16]([O:19][CH3:20])=[CH:17][CH:18]=1.C1(C)C=CC=CC=1.C(=O)([O-])[O-].[Na+].[Na+]. The catalyst is C1(P(C2C=CC=CC=2)C2C=CC=CC=2)C=CC=CC=1.C1(P(C2C=CC=CC=2)C2C=CC=CC=2)C=CC=CC=1.C1(P(C2C=CC=CC=2)C2C=CC=CC=2)C=CC=CC=1.C1(P(C2C=CC=CC=2)C2C=CC=CC=2)C=CC=CC=1.[Pd].CO. The product is [CH3:20][O:19][C:16]1[N:15]=[C:14]([CH3:21])[C:13]([C:5]2[CH:4]=[C:3]([CH:8]=[CH:7][CH:6]=2)[C:1]#[N:2])=[CH:18][CH:17]=1. The yield is 0.610. (4) The reactants are [NH2:1][C:2]1[CH:7]=[CH:6][N:5]=[CH:4][C:3]=1[CH:8]=O.Br[CH2:11][C:12](=O)[CH2:13][CH3:14].[OH-:16].[Na+].Cl. No catalyst specified. The product is [CH2:13]([C:12]1[C:11]([OH:16])=[CH:8][C:3]2[C:2](=[CH:7][CH:6]=[N:5][CH:4]=2)[N:1]=1)[CH3:14]. The yield is 0.480. (5) The catalyst is CS(C)=O. The product is [CH3:1][N:2]1[C:6]2[CH:7]=[C:8]([C:11](=[O:20])[C:12]([C:13]3[CH:18]=[CH:17][CH:16]=[C:15]([CH3:19])[N:14]=3)=[O:24])[CH:9]=[CH:10][C:5]=2[N:4]=[N:3]1. The yield is 0.500. The reactants are [CH3:1][N:2]1[C:6]2[CH:7]=[C:8]([C:11](=[O:20])[CH2:12][C:13]3[CH:18]=[CH:17][CH:16]=[C:15]([CH3:19])[N:14]=3)[CH:9]=[CH:10][C:5]=2[N:4]=[N:3]1.Br.O.C(=O)([O-])[OH:24].[Na+]. (6) The reactants are Cl.[CH3:2][O:3][C:4]([C@@H:6]1[CH2:10][CH2:9][CH2:8][NH:7]1)=[O:5].Cl[C:12]1[O:13][C:14]2[CH:20]=[CH:19][CH:18]=[CH:17][C:15]=2[N:16]=1. The catalyst is C(Cl)Cl. The product is [O:13]1[C:14]2[CH:20]=[CH:19][CH:18]=[CH:17][C:15]=2[N:16]=[C:12]1[N:7]1[CH2:8][CH2:9][CH2:10][C@H:6]1[C:4]([O:3][CH3:2])=[O:5]. The yield is 0.930. (7) The reactants are [O:1]1[C:5]2[CH:6]=[CH:7][C:8]([CH2:10][C:11]#N)=[CH:9][C:4]=2[O:3][CH2:2]1.Br[CH2:14][CH2:15]Cl.[OH-:17].[Na+].[OH2:19]. The yield is 0.801. The product is [O:1]1[C:5]2[CH:6]=[CH:7][C:8]([C:10]3([C:11]([OH:19])=[O:17])[CH2:15][CH2:14]3)=[CH:9][C:4]=2[O:3][CH2:2]1. The catalyst is [Cl-].C([N+](CC)(CC)CC)C1C=CC=CC=1.